From a dataset of Experimentally validated miRNA-target interactions with 360,000+ pairs, plus equal number of negative samples. Binary Classification. Given a miRNA mature sequence and a target amino acid sequence, predict their likelihood of interaction. The miRNA is hsa-miR-3975 with sequence UGAGGCUAAUGCACUACUUCAC. The protein sequence of the target gene is MGKKLVMAQKRGETRALCLGVAMVVCAAITYYVLGTTVLPLYQKSVWTQESICHLIETNIKDQEELEGKKVPQYPCLWVNVSAVGRWAMLYHTEDTRDQNQQCSYIPRNLDNYQTALADVKKVRANFYKHHEFYCLSAPQVNETSVVYQRLYGPQVLLFSFFWPTFLLTGGLLLIAMVKLNRSLSILAAQK. Result: 0 (no interaction).